From a dataset of Forward reaction prediction with 1.9M reactions from USPTO patents (1976-2016). Predict the product of the given reaction. (1) Given the reactants C(OC([N:11]1[CH2:15][C:14]([F:17])([F:16])[CH2:13][C@H:12]1[C:18]1[N:19]([CH3:37])[C:20](=[O:36])[C:21]([OH:35])=[C:22]([C:24]([NH:26][CH2:27][C:28]2[CH:33]=[CH:32][C:31]([F:34])=[CH:30][CH:29]=2)=[O:25])[N:23]=1)=O)C1C=CC=CC=1.[F:38][C:39]([F:44])([F:43])[C:40]([OH:42])=[O:41], predict the reaction product. The product is: [F:38][C:39]([F:44])([F:43])[C:40]([O-:42])=[O:41].[F:17][C:14]1([F:16])[CH2:15][NH2+:11][C@H:12]([C:18]2[N:19]([CH3:37])[C:20](=[O:36])[C:21]([OH:35])=[C:22]([C:24]([NH:26][CH2:27][C:28]3[CH:29]=[CH:30][C:31]([F:34])=[CH:32][CH:33]=3)=[O:25])[N:23]=2)[CH2:13]1. (2) Given the reactants [F:1][C:2]1([F:25])[CH2:7][CH2:6][C:5]([CH2:9][NH:10][C:11]([C:13]2[C:14]3[CH:15]=[CH:16][C:17](Cl)=[N:18][C:19]=3[CH:20]=[CH:21][C:22]=2[Cl:23])=[O:12])([OH:8])[CH2:4][CH2:3]1.CCN(C(C)C)C(C)C.[CH3:35][N:36]([CH3:42])[C@H:37]1[CH2:41][CH2:40][NH:39][CH2:38]1, predict the reaction product. The product is: [F:1][C:2]1([F:25])[CH2:7][CH2:6][C:5]([CH2:9][NH:10][C:11]([C:13]2[C:14]3[CH:15]=[CH:16][C:17]([N:39]4[CH2:40][CH2:41][C@H:37]([N:36]([CH3:42])[CH3:35])[CH2:38]4)=[N:18][C:19]=3[CH:20]=[CH:21][C:22]=2[Cl:23])=[O:12])([OH:8])[CH2:4][CH2:3]1. (3) Given the reactants [Si:1]([O:8][CH:9]1[CH2:13][N:12]([C:14]([O:16][C:17]([CH3:20])([CH3:19])[CH3:18])=[O:15])[CH:11]([CH2:21][OH:22])[CH2:10]1)([C:4]([CH3:7])([CH3:6])[CH3:5])([CH3:3])[CH3:2].C(N(CC)CC)C.[CH3:30][S:31](Cl)(=[O:33])=[O:32], predict the reaction product. The product is: [Si:1]([O:8][CH:9]1[CH2:13][N:12]([C:14]([O:16][C:17]([CH3:20])([CH3:19])[CH3:18])=[O:15])[CH:11]([CH2:21][O:22][S:31]([CH3:30])(=[O:33])=[O:32])[CH2:10]1)([C:4]([CH3:7])([CH3:6])[CH3:5])([CH3:3])[CH3:2]. (4) Given the reactants [C:1]([S:5]([N:7]=[C:8]1[CH2:13][CH2:12][N:11]([C:14]([O:16][C:17]([CH3:20])([CH3:19])[CH3:18])=[O:15])[CH:10]([C:21]2[CH:26]=[CH:25][CH:24]=[CH:23][CH:22]=2)[CH2:9]1)=[O:6])([CH3:4])([CH3:3])[CH3:2].[BH4-].[Na+], predict the reaction product. The product is: [CH3:3][C:1]([CH3:4])([S:5]([NH:7][CH:8]1[CH2:13][CH2:12][N:11]([C:14]([O:16][C:17]([CH3:18])([CH3:19])[CH3:20])=[O:15])[CH:10]([C:21]2[CH:22]=[CH:23][CH:24]=[CH:25][CH:26]=2)[CH2:9]1)=[O:6])[CH3:2]. (5) Given the reactants [OH:1][C:2]1[CH:7]=[CH:6][C:5]([CH2:8][CH2:9][NH:10][C:11](=[O:17])[O:12][C:13]([CH3:16])([CH3:15])[CH3:14])=[CH:4][CH:3]=1.C(=O)([O-])[O-].[K+].[K+].[I-].[K+].CS(O[CH2:31][CH2:32][C:33]1[CH:38]=[CH:37][C:36]([O:39][CH2:40][C:41]2[CH:46]=[CH:45][CH:44]=[CH:43][CH:42]=2)=[C:35]([C@@H:47]([C:57]2[CH:62]=[CH:61][CH:60]=[CH:59][CH:58]=2)[CH2:48][CH2:49][N:50]([CH:54]([CH3:56])[CH3:55])[CH:51]([CH3:53])[CH3:52])[CH:34]=1)(=O)=O, predict the reaction product. The product is: [NH3:10].[CH2:40]([O:39][C:36]1[CH:37]=[CH:38][C:33]([CH2:32][CH2:31][O:1][C:2]2[CH:3]=[CH:4][C:5]([CH2:8][CH2:9][NH:10][C:11](=[O:17])[O:12][C:13]([CH3:14])([CH3:16])[CH3:15])=[CH:6][CH:7]=2)=[CH:34][C:35]=1[C@@H:47]([C:57]1[CH:58]=[CH:59][CH:60]=[CH:61][CH:62]=1)[CH2:48][CH2:49][N:50]([CH:54]([CH3:55])[CH3:56])[CH:51]([CH3:53])[CH3:52])[C:41]1[CH:42]=[CH:43][CH:44]=[CH:45][CH:46]=1. (6) Given the reactants BrC1C=C[CH:17]=[CH:16][C:3]=1[CH2:4][N:5]1[C:13]2[C:8](=[N:9][C:10]([O:14][CH3:15])=[CH:11][CH:12]=2)[CH:7]=[CH:6]1.[C:20]([O-])(=O)[CH3:21].[NH4+].[N+:25](C)([O-:27])=[O:26], predict the reaction product. The product is: [CH3:15][O:14][C:10]1[CH:11]=[CH:12][C:13]2[N:5]3[C:6]([CH2:17][CH2:16][CH2:3][CH2:4]3)=[C:7]([CH:21]=[CH:20][N+:25]([O-:27])=[O:26])[C:8]=2[N:9]=1. (7) The product is: [C:21]([C:9]1[CH:10]=[N:11][C:12]([O:18][CH2:19][CH3:20])=[C:13]([CH:17]=1)[C:14]([OH:16])=[O:15])(=[O:23])[CH3:22]. Given the reactants C(N(CC)CC)C.Br[C:9]1[CH:10]=[N:11][C:12]([O:18][CH2:19][CH3:20])=[C:13]([CH:17]=1)[C:14]([OH:16])=[O:15].[CH:21]([O:23]CCCC)=[CH2:22].C1(C)C=CC=CC=1P(C1C=CC=CC=1C)C1C=CC=CC=1C.Cl, predict the reaction product.